This data is from Forward reaction prediction with 1.9M reactions from USPTO patents (1976-2016). The task is: Predict the product of the given reaction. (1) Given the reactants [Cl:1][C:2]1[CH:3]=[C:4]2[N:11]=[C:10]([O:12][C@H:13]3[C@H:17]4[O:18][CH2:19][C@@H:20]([OH:21])[C@H:16]4[O:15][CH2:14]3)[N:9]([CH2:22][O:23][CH2:24][CH2:25][Si:26]([CH3:29])([CH3:28])[CH3:27])[C:5]2=[N:6][C:7]=1I.[CH3:30][N:31]([CH3:56])[C:32](=[O:55])[O:33][CH:34]1[CH2:39][CH2:38][N:37]([C:40]2[CH:45]=[CH:44][C:43](B3OC(C)(C)C(C)(C)O3)=[CH:42][CH:41]=2)[CH2:36][CH2:35]1, predict the reaction product. The product is: [CH3:30][N:31]([CH3:56])[C:32](=[O:55])[O:33][CH:34]1[CH2:39][CH2:38][N:37]([C:40]2[CH:45]=[CH:44][C:43]([C:7]3[N:6]=[C:5]4[N:9]([CH2:22][O:23][CH2:24][CH2:25][Si:26]([CH3:29])([CH3:28])[CH3:27])[C:10]([O:12][C@@H:13]5[CH2:14][O:15][C@@H:16]6[C@H:20]([OH:21])[CH2:19][O:18][C@H:17]56)=[N:11][C:4]4=[CH:3][C:2]=3[Cl:1])=[CH:42][CH:41]=2)[CH2:36][CH2:35]1. (2) Given the reactants Br[C:2]1[CH:7]=[CH:6][C:5]([O:8][CH3:9])=[CH:4][C:3]=1[C:10]1[CH:15]=[CH:14][CH:13]=[CH:12][CH:11]=1.[C:16]1(B(O)O)[C:29]2[C:30]3=[C:31]4[C:26](=[CH:27][CH:28]=2)[CH:25]=[CH:24][CH:23]=[C:22]4[CH:21]=[CH:20][C:19]3=[CH:18][CH:17]=1.C([O-])([O-])=O.[Na+].[Na+].CCO, predict the reaction product. The product is: [CH3:9][O:8][C:5]1[CH:6]=[CH:7][C:2]([C:23]2[C:22]3[C:31]4=[C:30]5[C:19](=[CH:20][CH:21]=3)[CH:18]=[CH:17][CH:16]=[C:29]5[CH:28]=[CH:27][C:26]4=[CH:25][CH:24]=2)=[C:3]([C:10]2[CH:15]=[CH:14][CH:13]=[CH:12][CH:11]=2)[CH:4]=1. (3) Given the reactants [F:1][C:2]1[CH:21]=[C:20]([C:22]#[C:23][Si](C)(C)C)[CH:19]=[CH:18][C:3]=1[NH:4][C:5]1[C:6]([C:12]([NH:14][CH2:15][CH2:16][OH:17])=[O:13])=[CH:7][NH:8][C:9](=[O:11])[CH:10]=1.C([O-])([O-])=O.[K+].[K+], predict the reaction product. The product is: [C:22]([C:20]1[CH:19]=[CH:18][C:3]([NH:4][C:5]2[C:6]([C:12]([NH:14][CH2:15][CH2:16][OH:17])=[O:13])=[CH:7][NH:8][C:9](=[O:11])[CH:10]=2)=[C:2]([F:1])[CH:21]=1)#[CH:23]. (4) Given the reactants [Cl:1][CH2:2][C:3](=[CH2:49])[CH2:4][O:5][C:6]1[CH:48]=[CH:47][C:9]([CH2:10][NH:11][C:12]2[N:17]=[C:16]([O:18][CH2:19][C:20]([F:23])([F:22])[F:21])[N:15]=[C:14]([NH:24][C:25]3[CH:46]=[CH:45][C:28]([C:29]([NH:31][CH2:32][C:33]([CH3:44])([CH3:43])[CH2:34][NH:35]C(=O)OC(C)(C)C)=[O:30])=[CH:27][N:26]=3)[CH:13]=2)=[CH:8][CH:7]=1.C(O)(C(F)(F)F)=O, predict the reaction product. The product is: [NH2:35][CH2:34][C:33]([CH3:44])([CH3:43])[CH2:32][NH:31][C:29](=[O:30])[C:28]1[CH:45]=[CH:46][C:25]([NH:24][C:14]2[CH:13]=[C:12]([NH:11][CH2:10][C:9]3[CH:47]=[CH:48][C:6]([O:5][CH2:4][C:3]([CH2:2][Cl:1])=[CH2:49])=[CH:7][CH:8]=3)[N:17]=[C:16]([O:18][CH2:19][C:20]([F:23])([F:22])[F:21])[N:15]=2)=[N:26][CH:27]=1.